Dataset: Reaction yield outcomes from USPTO patents with 853,638 reactions. Task: Predict the reaction yield, written as a fraction of the theoretical maximum amount of product (1.0 means a 100% yield; for example, 0.34 means a 34% yield). (1) The reactants are [O:1]=[C:2]1[NH:7][C:6]2[CH:8]=[C:9]([CH2:12][N:13]3[CH2:18][CH2:17][N:16]([C:19]4[CH:27]=[CH:26][C:22]([C:23](O)=[O:24])=[CH:21][N:20]=4)[CH2:15][CH2:14]3)[CH:10]=[N:11][C:5]=2[N:4]2[CH2:28][CH2:29][CH2:30][C@@H:3]12.[CH3:31][CH:32]([NH2:34])[CH3:33].CCN(C(C)C)C(C)C.CN(C(ON1N=NC2C=CC=NC1=2)=[N+](C)C)C.F[P-](F)(F)(F)(F)F. The catalyst is CN(C=O)C. The product is [CH:32]([NH:34][C:23](=[O:24])[C:22]1[CH:26]=[CH:27][C:19]([N:16]2[CH2:15][CH2:14][N:13]([CH2:12][C:9]3[CH:10]=[N:11][C:5]4[N:4]5[CH2:28][CH2:29][CH2:30][C@H:3]5[C:2](=[O:1])[NH:7][C:6]=4[CH:8]=3)[CH2:18][CH2:17]2)=[N:20][CH:21]=1)([CH3:33])[CH3:31]. The yield is 0.649. (2) The reactants are [NH2:1][C@@H:2]1[C:11]2[C:6](=[CH:7][CH:8]=[CH:9][CH:10]=2)[C@H:5]([OH:12])[CH2:4][CH2:3]1.[C:13]1(=O)[O:18][C:16](=[O:17])[C:15]2=[CH:19][CH:20]=[CH:21][CH:22]=[C:14]12. The catalyst is C1(C)C=CC=CC=1. The product is [OH:12][C@H:5]1[C:6]2[C:11](=[CH:10][CH:9]=[CH:8][CH:7]=2)[C@@H:2]([N:1]2[C:16](=[O:17])[C:15]3[C:14](=[CH:22][CH:21]=[CH:20][CH:19]=3)[C:13]2=[O:18])[CH2:3][CH2:4]1. The yield is 0.790. (3) The reactants are [O:1]=[C:2]1[C:7]([CH2:8][C:9]2[CH:14]=[CH:13][C:12]([C:15]3[C:16]([C:21]#[N:22])=[CH:17][CH:18]=[CH:19][CH:20]=3)=[CH:11][CH:10]=2)=[C:6]([CH2:23][CH2:24][CH3:25])[N:5]2[N:26]=[CH:27][N:28]=[C:4]2[N:3]1[CH:29]1[CH2:34][CH2:33][CH:32]([O:35][CH2:36][CH:37]=[CH2:38])[CH2:31][CH2:30]1.C(N(CC)CC)C.[OH:46][N:47]=[C:48](Cl)[CH3:49]. The catalyst is C(Cl)Cl. The product is [CH3:49][C:48]1[CH2:38][CH:37]([CH2:36][O:35][C@H:32]2[CH2:31][CH2:30][C@H:29]([N:3]3[C:2](=[O:1])[C:7]([CH2:8][C:9]4[CH:10]=[CH:11][C:12]([C:15]5[C:16]([C:21]#[N:22])=[CH:17][CH:18]=[CH:19][CH:20]=5)=[CH:13][CH:14]=4)=[C:6]([CH2:23][CH2:24][CH3:25])[N:5]4[N:26]=[CH:27][N:28]=[C:4]34)[CH2:34][CH2:33]2)[O:46][N:47]=1. The yield is 0.280. (4) The reactants are [CH3:1][C:2]1([CH3:18])[C:6]([CH3:8])([CH3:7])[O:5][B:4]([C:9]2[CH:10]=[CH:11][C:12]3[N:16]=[N:15][NH:14][C:13]=3[CH:17]=2)[O:3]1.[C:19](Cl)([C:32]1[CH:37]=[CH:36][CH:35]=[CH:34][CH:33]=1)([C:26]1[CH:31]=[CH:30][CH:29]=[CH:28][CH:27]=1)[C:20]1[CH:25]=[CH:24][CH:23]=[CH:22][CH:21]=1.C(N(CC)CC)C. The catalyst is C(#N)C. The product is [CH3:8][C:6]1([CH3:7])[C:2]([CH3:18])([CH3:1])[O:3][B:4]([C:9]2[CH:10]=[CH:11][C:12]3[N:16]=[N:15][N:14]([C:19]([C:20]4[CH:25]=[CH:24][CH:23]=[CH:22][CH:21]=4)([C:32]4[CH:33]=[CH:34][CH:35]=[CH:36][CH:37]=4)[C:26]4[CH:27]=[CH:28][CH:29]=[CH:30][CH:31]=4)[C:13]=3[CH:17]=2)[O:5]1. The yield is 0.880. (5) The catalyst is C1C=CC([P]([Pd]([P](C2C=CC=CC=2)(C2C=CC=CC=2)C2C=CC=CC=2)([P](C2C=CC=CC=2)(C2C=CC=CC=2)C2C=CC=CC=2)[P](C2C=CC=CC=2)(C2C=CC=CC=2)C2C=CC=CC=2)(C2C=CC=CC=2)C2C=CC=CC=2)=CC=1.COCCOC. The reactants are [C:1]([O:5][C:6]([N:8]1[CH2:12][CH2:11][CH2:10][CH:9]1[C:13]1[NH:14][C:15](Br)=[CH:16][N:17]=1)=[O:7])([CH3:4])([CH3:3])[CH3:2].[Cl:19][C:20]1[CH:25]=[CH:24][C:23](B(O)O)=[C:22]([CH:29]=[O:30])[CH:21]=1. The product is [C:1]([O:5][C:6]([N:8]1[CH2:12][CH2:11][CH2:10][CH:9]1[C:13]1[NH:14][C:15]([C:23]2[CH:24]=[CH:25][C:20]([Cl:19])=[CH:21][C:22]=2[CH:29]=[O:30])=[CH:16][N:17]=1)=[O:7])([CH3:4])([CH3:3])[CH3:2]. The yield is 0.780. (6) The reactants are [O:1]1CC[O:3][CH:2]1[C:6]1[CH:7]=[C:8]([NH:12][C:13]2[S:14][CH:15]=[C:16]([C:18]3[S:22][C:21]([NH:23][C:24](=[O:26])[CH3:25])=[N:20][C:19]=3[CH3:27])[N:17]=2)[CH:9]=[CH:10][CH:11]=1.[S:28]1[CH2:32][C:31](=[O:33])[NH:30][C:29]1=[O:34].NCCC(O)=O.O. The yield is 0.0900. The catalyst is CC(O)=O. The product is [C:2]([OH:3])(=[O:1])[CH3:6].[O:34]=[C:29]1[NH:30][C:31](=[O:33])/[C:32](=[CH:2]/[C:6]2[CH:7]=[C:8]([NH:12][C:13]3[S:14][CH:15]=[C:16]([C:18]4[S:22][C:21]([NH:23][C:24](=[O:26])[CH3:25])=[N:20][C:19]=4[CH3:27])[N:17]=3)[CH:9]=[CH:10][CH:11]=2)/[S:28]1.